Predict the product of the given reaction. From a dataset of Forward reaction prediction with 1.9M reactions from USPTO patents (1976-2016). (1) Given the reactants Cl.Cl.[O:3]1[C:8]2=[CH:9][CH:10]=[CH:11][C:7]2=[CH:6][C:5]([CH:12]2[CH2:17][CH2:16][CH2:15][CH2:14][N:13]2[CH2:18][CH2:19][C@H:20]2[CH2:25][CH2:24][C@H:23]([NH2:26])[CH2:22][CH2:21]2)=[CH:4]1.[CH3:27][C:28]([CH3:33])([CH3:32])[C:29](O)=[O:30], predict the reaction product. The product is: [O:3]1[C:8]2=[CH:9][CH:10]=[CH:11][C:7]2=[CH:6][C:5]([CH:12]2[CH2:17][CH2:16][CH2:15][CH2:14][N:13]2[CH2:18][CH2:19][C@H:20]2[CH2:21][CH2:22][C@H:23]([NH:26][C:29](=[O:30])[C:28]([CH3:33])([CH3:32])[CH3:27])[CH2:24][CH2:25]2)=[CH:4]1. (2) Given the reactants OO.[OH:3][N:4]1[C:9]([CH3:11])([CH3:10])[CH2:8][CH:7]([OH:12])[CH2:6][C:5]1([CH3:14])[CH3:13].[CH2:15]1[CH2:20][CH2:19][CH2:18][CH2:17][CH2:16]1.CO, predict the reaction product. The product is: [CH:15]1([O:3][N:4]2[C:9]([CH3:10])([CH3:11])[CH2:8][CH:7]([OH:12])[CH2:6][C:5]2([CH3:14])[CH3:13])[CH2:20][CH2:19][CH2:18][CH2:17][CH2:16]1. (3) Given the reactants [Cl:1][C:2]1[CH:3]=[C:4]([CH:7]=[CH:8][C:9]=1[CH2:10][CH:11]1[CH2:15][CH2:14][N:13]([CH:16]2[CH2:21][CH2:20][CH2:19][CH2:18][CH2:17]2)[C:12]1=[O:22])[C:5]#N.[C:23]1([Mg]Br)[CH:28]=[CH:27][CH:26]=[CH:25][CH:24]=1.C1C[O:34]CC1, predict the reaction product. The product is: [C:5]([C:4]1[CH:7]=[CH:8][C:9]([CH2:10][CH:11]2[CH2:15][CH2:14][N:13]([CH:16]3[CH2:21][CH2:20][CH2:19][CH2:18][CH2:17]3)[C:12]2=[O:22])=[C:2]([Cl:1])[CH:3]=1)(=[O:34])[C:23]1[CH:28]=[CH:27][CH:26]=[CH:25][CH:24]=1.